From a dataset of Forward reaction prediction with 1.9M reactions from USPTO patents (1976-2016). Predict the product of the given reaction. (1) Given the reactants [NH2:1][C:2]1[CH:3]=[C:4]([CH:10]=[CH:11][C:12]=1[OH:13])[C:5]([O:7][CH2:8][CH3:9])=[O:6].[C:14]([C:22]1[C:23](=[O:33])[N:24]([CH3:32])[C:25](=[O:31])[N:26]([CH3:30])[C:27]=1[CH2:28]Br)(=O)[C:15]1[CH:20]=[CH:19][CH:18]=[CH:17][CH:16]=1, predict the reaction product. The product is: [CH3:30][N:26]1[C:27]2=[CH:28][N:1]([C:2]3[CH:3]=[C:4]([CH:10]=[CH:11][C:12]=3[OH:13])[C:5]([O:7][CH2:8][CH3:9])=[O:6])[C:14]([C:15]3[CH:16]=[CH:17][CH:18]=[CH:19][CH:20]=3)=[C:22]2[C:23](=[O:33])[N:24]([CH3:32])[C:25]1=[O:31]. (2) Given the reactants [F:1][C:2]1[CH:9]=[CH:8][C:7]([OH:10])=[CH:6][C:3]=1[CH2:4][OH:5].[F:11][CH:12]([F:22])[O:13][C:14]1[CH:21]=[CH:20][C:17]([CH2:18][Cl:19])=[CH:16][CH:15]=1.Cl[C:24]([N:26]1[CH:31]([CH3:32])[CH2:30][N:29](C(OC(C)(C)C)=O)[CH2:28][CH:27]1[CH3:40])=[O:25], predict the reaction product. The product is: [ClH:19].[CH3:40][C@H:27]1[CH2:28][NH:29][CH2:30][C@@H:31]([CH3:32])[N:26]1[C:24]([O:5][CH2:4][C:3]1[CH:6]=[C:7]([O:10][CH2:18][C:17]2[CH:20]=[CH:21][C:14]([O:13][CH:12]([F:22])[F:11])=[CH:15][CH:16]=2)[CH:8]=[CH:9][C:2]=1[F:1])=[O:25]. (3) Given the reactants [C:1]([C:5]1[N:10]=[CH:9][C:8]([C:11]2[N:12]([C:32]([N:34]3[CH2:39][CH2:38][CH:37]([CH2:40][C:41](O)=[O:42])[CH2:36][CH2:35]3)=[O:33])[C@@:13]([C:25]3[CH:30]=[CH:29][C:28]([Cl:31])=[CH:27][CH:26]=3)([CH3:24])[C@@:14]([C:17]3[CH:22]=[CH:21][C:20]([Cl:23])=[CH:19][CH:18]=3)([CH3:16])[N:15]=2)=[C:7]([O:44][CH2:45][CH3:46])[CH:6]=1)([CH3:4])([CH3:3])[CH3:2].[CH3:47][O:48][C:49]1[CH:54]=[CH:53][C:52]([NH:55][CH3:56])=[CH:51][CH:50]=1, predict the reaction product. The product is: [C:1]([C:5]1[N:10]=[CH:9][C:8]([C:11]2[N:12]([C:32]([N:34]3[CH2:39][CH2:38][CH:37]([CH2:40][C:41]([N:55]([C:52]4[CH:53]=[CH:54][C:49]([O:48][CH3:47])=[CH:50][CH:51]=4)[CH3:56])=[O:42])[CH2:36][CH2:35]3)=[O:33])[C@@:13]([C:25]3[CH:26]=[CH:27][C:28]([Cl:31])=[CH:29][CH:30]=3)([CH3:24])[C@@:14]([C:17]3[CH:18]=[CH:19][C:20]([Cl:23])=[CH:21][CH:22]=3)([CH3:16])[N:15]=2)=[C:7]([O:44][CH2:45][CH3:46])[CH:6]=1)([CH3:4])([CH3:2])[CH3:3]. (4) Given the reactants [C:1]([O:5][C:6]([N:8]1[CH2:12][CH:11]([O:13][C:14]2[CH:19]=[C:18]([N+:20]([O-])=O)[CH:17]=[C:16]([F:23])[CH:15]=2)[CH2:10][CH:9]1[CH2:24][O:25][CH3:26])=[O:7])([CH3:4])([CH3:3])[CH3:2].[H][H], predict the reaction product. The product is: [C:1]([O:5][C:6]([N:8]1[CH2:12][CH:11]([O:13][C:14]2[CH:15]=[C:16]([F:23])[CH:17]=[C:18]([NH2:20])[CH:19]=2)[CH2:10][CH:9]1[CH2:24][O:25][CH3:26])=[O:7])([CH3:4])([CH3:3])[CH3:2].